This data is from Full USPTO retrosynthesis dataset with 1.9M reactions from patents (1976-2016). The task is: Predict the reactants needed to synthesize the given product. (1) Given the product [C:21]1([C@H:19]([NH:18][CH:14]2[CH2:15][CH2:16][CH2:17][CH:12]([C:9]3[CH:8]=[CH:7][C:6]([CH2:5][C:4]([OH:31])=[O:3])=[CH:11][CH:10]=3)[CH2:13]2)[CH3:20])[C:30]2[C:25](=[CH:26][CH:27]=[CH:28][CH:29]=2)[CH:24]=[CH:23][CH:22]=1, predict the reactants needed to synthesize it. The reactants are: C([O:3][C:4](=[O:31])[CH2:5][C:6]1[CH:11]=[CH:10][C:9]([CH:12]2[CH2:17][CH2:16][CH2:15][CH:14]([NH:18][CH:19]([C:21]3[C:30]4[C:25](=[CH:26][CH:27]=[CH:28][CH:29]=4)[CH:24]=[CH:23][CH:22]=3)[CH3:20])[CH2:13]2)=[CH:8][CH:7]=1)C.C(OC(=O)CC1C=CC(C2CCCC(N[C@@H](C3C4C(=CC=CC=4)C=CC=3)C)C2)=CC=1)C.[OH-].[Na+]. (2) Given the product [Cl:1][C:2]1[C:7]([CH3:8])=[C:6]([C:21]2[CH:22]=[CH:23][C:18]([C:17]([F:28])([F:27])[F:16])=[CH:19][CH:20]=2)[N:5]=[CH:4][N:3]=1, predict the reactants needed to synthesize it. The reactants are: [Cl:1][C:2]1[C:7]([CH3:8])=[C:6](Cl)[N:5]=[CH:4][N:3]=1.C(=O)([O-])[O-].[Na+].[Na+].[F:16][C:17]([F:28])([F:27])[C:18]1[CH:23]=[CH:22][C:21](B(O)O)=[CH:20][CH:19]=1. (3) Given the product [NH2:16][CH:15]([CH2:2][C:3]1[CH:8]=[CH:7][C:6]([CH3:9])=[C:5]([CH3:10])[CH:4]=1)[C:14]([O:13][CH2:11][CH3:12])=[O:30], predict the reactants needed to synthesize it. The reactants are: Br[CH2:2][C:3]1[CH:8]=[CH:7][C:6]([CH3:9])=[C:5]([CH3:10])[CH:4]=1.[CH2:11]([O:13][C:14](=[O:30])[CH2:15][N:16]=C(C1C=CC=CC=1)C1C=CC=CC=1)[CH3:12].C([O-])([O-])=O.[K+].[K+]. (4) The reactants are: [C:1](#[N:4])[CH2:2][CH3:3].[Li+].CC([N-]C(C)C)C.[Cl:13][C:14]1[CH:15]=[C:16]2[C:20](=[CH:21][CH:22]=1)[C:19](=O)[CH:18]([CH2:24][CH2:25][N:26]([CH3:28])[CH3:27])[CH2:17]2.O. Given the product [Cl:13][C:14]1[CH:15]=[C:16]2[C:20](=[CH:21][CH:22]=1)[C:19]([CH:2]([CH3:3])[C:1]#[N:4])=[C:18]([CH2:24][CH2:25][N:26]([CH3:28])[CH3:27])[CH2:17]2, predict the reactants needed to synthesize it. (5) Given the product [ClH:42].[CH:1]1([C:4]([NH:6][C:7]2[N:8]=[C:9]3[CH:14]=[CH:13][C:12]([O:15][C:16]4[CH:21]=[CH:20][C:19]([NH:22][C:23]([C:25]5[C:26](=[O:39])[N:27]([C:32]6[CH:37]=[CH:36][C:35]([F:38])=[CH:34][CH:33]=6)[C:28]([CH3:31])=[CH:29][CH:30]=5)=[O:24])=[CH:18][C:17]=4[F:40])=[CH:11][N:10]3[CH:41]=2)=[O:5])[CH2:3][CH2:2]1, predict the reactants needed to synthesize it. The reactants are: [CH:1]1([C:4]([NH:6][C:7]2[N:8]=[C:9]3[CH:14]=[CH:13][C:12]([O:15][C:16]4[CH:21]=[CH:20][C:19]([NH:22][C:23]([C:25]5[C:26](=[O:39])[N:27]([C:32]6[CH:37]=[CH:36][C:35]([F:38])=[CH:34][CH:33]=6)[C:28]([CH3:31])=[CH:29][CH:30]=5)=[O:24])=[CH:18][C:17]=4[F:40])=[CH:11][N:10]3[CH:41]=2)=[O:5])[CH2:3][CH2:2]1.[ClH:42]. (6) Given the product [F:36][C:37]([F:42])([F:41])[C:38]([OH:40])=[O:39].[CH:1]1([CH:6]([N:28]2[CH2:33][CH2:32][CH:31]([O:34][CH3:35])[CH2:30][CH2:29]2)[C:7]([NH:9][C:10]2[CH:11]=[C:12]([CH:24]=[CH:25][C:26]=2[F:27])[CH2:13][C:14]2([C:17]([OH:19])=[O:18])[CH2:15][CH2:16]2)=[O:8])[CH2:5][CH2:4][CH2:3][CH2:2]1, predict the reactants needed to synthesize it. The reactants are: [CH:1]1([CH:6]([N:28]2[CH2:33][CH2:32][CH:31]([O:34][CH3:35])[CH2:30][CH2:29]2)[C:7]([NH:9][C:10]2[CH:11]=[C:12]([CH:24]=[CH:25][C:26]=2[F:27])[CH2:13][C:14]2([C:17]([O:19]C(C)(C)C)=[O:18])[CH2:16][CH2:15]2)=[O:8])[CH2:5][CH2:4][CH2:3][CH2:2]1.[F:36][C:37]([F:42])([F:41])[C:38]([OH:40])=[O:39].